From a dataset of Retrosynthesis with 50K atom-mapped reactions and 10 reaction types from USPTO. Predict the reactants needed to synthesize the given product. Given the product c1ccc(Sc2cnc3[nH]ccc3c2)cc1, predict the reactants needed to synthesize it. The reactants are: Brc1cnc2[nH]ccc2c1.Sc1ccccc1.